This data is from Peptide-MHC class II binding affinity with 134,281 pairs from IEDB. The task is: Regression. Given a peptide amino acid sequence and an MHC pseudo amino acid sequence, predict their binding affinity value. This is MHC class II binding data. (1) The peptide sequence is DPDKDVDIMVRDGQL. The MHC is DRB1_1201 with pseudo-sequence DRB1_1201. The binding affinity (normalized) is 0.144. (2) The peptide sequence is EKKYFAATQFEPVAA. The MHC is DRB1_1001 with pseudo-sequence DRB1_1001. The binding affinity (normalized) is 0.757. (3) The peptide sequence is PTPVNIIGRNMLTQIGC. The MHC is HLA-DPA10103-DPB10401 with pseudo-sequence HLA-DPA10103-DPB10401. The binding affinity (normalized) is 0.366. (4) The peptide sequence is WKMLDPRQGLAVLRK. The MHC is HLA-DQA10103-DQB10603 with pseudo-sequence HLA-DQA10103-DQB10603. The binding affinity (normalized) is 0. (5) The peptide sequence is TDFAGKTVWFVPSIK. The MHC is DRB1_0802 with pseudo-sequence DRB1_0802. The binding affinity (normalized) is 0.317. (6) The peptide sequence is QKQLLTNHLINTPKI. The MHC is DRB1_0401 with pseudo-sequence DRB1_0401. The binding affinity (normalized) is 0.498. (7) The peptide sequence is NGNELLLDLSLTKVN. The MHC is HLA-DPA10301-DPB10402 with pseudo-sequence HLA-DPA10301-DPB10402. The binding affinity (normalized) is 0.377. (8) The peptide sequence is AVLVATNFFGINTIP. The MHC is HLA-DPA10201-DPB10101 with pseudo-sequence HLA-DPA10201-DPB10101. The binding affinity (normalized) is 0.531. (9) The peptide sequence is ARILRQLATPISVII. The MHC is DRB5_0101 with pseudo-sequence DRB5_0101. The binding affinity (normalized) is 0.746. (10) The peptide sequence is GELQRVDKIDAAFKI. The MHC is DRB1_1201 with pseudo-sequence DRB1_1201. The binding affinity (normalized) is 0.405.